This data is from Merck oncology drug combination screen with 23,052 pairs across 39 cell lines. The task is: Regression. Given two drug SMILES strings and cell line genomic features, predict the synergy score measuring deviation from expected non-interaction effect. Drug 1: O=S1(=O)NC2(CN1CC(F)(F)F)C1CCC2Cc2cc(C=CCN3CCC(C(F)(F)F)CC3)ccc2C1. Drug 2: COC12C(COC(N)=O)C3=C(C(=O)C(C)=C(N)C3=O)N1CC1NC12. Cell line: COLO320DM. Synergy scores: synergy=2.02.